Dataset: Reaction yield outcomes from USPTO patents with 853,638 reactions. Task: Predict the reaction yield, written as a fraction of the theoretical maximum amount of product (1.0 means a 100% yield; for example, 0.34 means a 34% yield). The reactants are [CH3:1][O:2][C:3]1[N:4]=[C:5]2[C:10](=[CH:11][CH:12]=1)[N:9]=[CH:8][CH:7]=[C:6]2[N:13]1[CH:21]=[C:20]2[C:15]([CH2:16][CH2:17][CH:18]([NH:22][CH2:23][C:24]3[CH:25]=[CH:26][C:27]4[S:32][CH2:31][C:30](=[O:33])[NH:29][C:28]=4[CH:34]=3)[CH2:19]2)=[N:14]1.CCN(CC)CC.Br[CH2:43][C:44]([O:46][C:47]([CH3:50])([CH3:49])[CH3:48])=[O:45]. The catalyst is CN(C=O)C. The product is [C:47]([O:46][C:44](=[O:45])[CH2:43][N:22]([CH:18]1[CH2:17][CH2:16][C:15]2[C:20](=[CH:21][N:13]([C:6]3[C:5]4[C:10](=[CH:11][CH:12]=[C:3]([O:2][CH3:1])[N:4]=4)[N:9]=[CH:8][CH:7]=3)[N:14]=2)[CH2:19]1)[CH2:23][C:24]1[CH:25]=[CH:26][C:27]2[S:32][CH2:31][C:30](=[O:33])[NH:29][C:28]=2[CH:34]=1)([CH3:50])([CH3:49])[CH3:48]. The yield is 0.240.